Task: Predict the product of the given reaction.. Dataset: Forward reaction prediction with 1.9M reactions from USPTO patents (1976-2016) (1) Given the reactants [CH3:1][N:2]1[C@@:6]2([CH2:20][C:9]3[CH:10]=[C:11]4[C:16](=[CH:17][C:8]=3[CH2:7]2)[N:15]=[C:14]([CH:18]=[O:19])[CH:13]=[CH:12]4)[C:5](=[O:21])[NH:4][C:3]1=[O:22].[CH3:23]/C=C(/C=O)\C, predict the reaction product. The product is: [CH3:23][C:13]1[C:14]([CH:18]=[O:19])=[N:15][C:16]2[C:11]([CH:12]=1)=[CH:10][C:9]1[CH2:20][C@@:6]3([CH2:7][C:8]=1[CH:17]=2)[C:5](=[O:21])[NH:4][C:3](=[O:22])[N:2]3[CH3:1]. (2) Given the reactants [Cl:1][C:2]1[N:7]=[C:6]([Cl:8])[C:5]([CH2:9]Cl)=[CH:4][N:3]=1.F[C:12]1[CH:18]=[C:17]([O:19][CH3:20])[CH:16]=[CH:15][C:13]=1[NH2:14].C(=O)([O-])[O-].[K+].[K+], predict the reaction product. The product is: [Cl:1][C:2]1[N:7]=[C:6]([Cl:8])[C:5]([CH2:9][NH:14][C:13]2[CH:12]=[CH:18][C:17]([O:19][CH3:20])=[CH:16][CH:15]=2)=[CH:4][N:3]=1.